Dataset: Catalyst prediction with 721,799 reactions and 888 catalyst types from USPTO. Task: Predict which catalyst facilitates the given reaction. (1) Reactant: [C:1]([C:5]1[CH:31]=[C:8]2[N:9]=[C:10]([CH3:30])[C:11]([CH:22]([CH2:27][CH2:28][CH3:29])[C:23]([O:25]C)=[O:24])=[C:12]([C:13]3[CH:18]=[CH:17][C:16]([Cl:19])=[CH:15][C:14]=3[O:20][CH3:21])[N:7]2[N:6]=1)([CH3:4])([CH3:3])[CH3:2].[OH-].[Na+]. Product: [C:1]([C:5]1[CH:31]=[C:8]2[N:9]=[C:10]([CH3:30])[C:11]([CH:22]([CH2:27][CH2:28][CH3:29])[C:23]([OH:25])=[O:24])=[C:12]([C:13]3[CH:18]=[CH:17][C:16]([Cl:19])=[CH:15][C:14]=3[O:20][CH3:21])[N:7]2[N:6]=1)([CH3:3])([CH3:4])[CH3:2]. The catalyst class is: 5. (2) Reactant: C(=O)([O-])[O-].[Li+].[Li+].[Br:7][C:8]1[C:9]([OH:20])=[C:10]([C:15](=[O:19])[CH:16]([CH3:18])[CH3:17])[CH:11]=[CH:12][C:13]=1[OH:14].I[CH2:22][C:23]1[CH:38]=[CH:37][C:26]([CH2:27][NH:28][C:29]([C:31]2[N:32]=[CH:33][N:34]([CH3:36])[CH:35]=2)=[O:30])=[CH:25][CH:24]=1. Product: [Br:7][C:8]1[C:9]([OH:20])=[C:10]([C:15](=[O:19])[CH:16]([CH3:17])[CH3:18])[CH:11]=[CH:12][C:13]=1[O:14][CH2:22][C:23]1[CH:24]=[CH:25][C:26]([CH2:27][NH:28][C:29]([C:31]2[N:32]=[CH:33][N:34]([CH3:36])[CH:35]=2)=[O:30])=[CH:37][CH:38]=1. The catalyst class is: 9.